Dataset: Full USPTO retrosynthesis dataset with 1.9M reactions from patents (1976-2016). Task: Predict the reactants needed to synthesize the given product. Given the product [Br:1][C:2]1[CH:3]=[C:4]2[C:9](=[CH:10][CH:11]=1)[C:7](=[O:8])[N:40]([CH2:39][CH2:38][C:35]1[CH:36]=[CH:37][CH:32]=[CH:33][CH:34]=1)[N:41]=[CH:5]2, predict the reactants needed to synthesize it. The reactants are: [Br:1][C:2]1[CH:3]=[C:4]2[C:9](=[CH:10][CH:11]=1)[C:7](=[O:8])O[CH2:5]2.C1C(=O)N(Br)C(=O)C1.CC(N=NC(C#N)(C)C)(C#N)C.[CH:32]1[CH:33]=[CH:34][C:35]([CH2:38][CH2:39][NH:40][NH2:41])=[CH:36][CH:37]=1.OS(O)(=O)=O.C([O-])(O)=O.[Na+].